Dataset: Forward reaction prediction with 1.9M reactions from USPTO patents (1976-2016). Task: Predict the product of the given reaction. (1) Given the reactants [NH2:1][C:2]1[N:6]([CH2:7][C:8]2[CH:13]=[CH:12][C:11]([O:14][CH3:15])=[CH:10][CH:9]=2)[N:5]=[N:4][C:3]=1[C:16]([O:18]CC)=[O:17].[CH3:21][S:22](Cl)(=[O:24])=[O:23], predict the reaction product. The product is: [CH3:15][O:14][C:11]1[CH:12]=[CH:13][C:8]([CH2:7][N:6]2[C:2]([NH:1][S:22]([CH3:21])(=[O:24])=[O:23])=[C:3]([C:16]([OH:18])=[O:17])[N:4]=[N:5]2)=[CH:9][CH:10]=1. (2) Given the reactants [NH2:1][C:2]1[CH:7]=[CH:6][C:5]([S:8][C:9]2[C:10](=[O:32])[NH:11][C:12]3[C:17]([C:18]=2[C:19]2[CH:24]=[C:23]([Cl:25])[CH:22]=[CH:21][C:20]=2[O:26]C)=[CH:16][C:15]([C:28]([F:31])([F:30])[F:29])=[CH:14][CH:13]=3)=[CH:4][CH:3]=1.N[C:34]1C=CC(SC2C(=O)NC3C(C=2C2C=C(Cl)C=CC=2O)=CC(C(F)(F)F)=CC=3)=C[CH:35]=1.[S:64](Cl)(Cl)(=[O:66])=[O:65], predict the reaction product. The product is: [Cl:25][C:23]1[CH:22]=[CH:21][C:20]([OH:26])=[C:19]([C:18]2[C:17]3[C:12](=[CH:13][CH:14]=[C:15]([C:28]([F:30])([F:31])[F:29])[CH:16]=3)[NH:11][C:10](=[O:32])[C:9]=2[S:8][C:5]2[CH:4]=[CH:3][C:2]([NH:1][S:64]([CH2:34][CH3:35])(=[O:66])=[O:65])=[CH:7][CH:6]=2)[CH:24]=1. (3) Given the reactants [C:1]1([S:7]([C:10]2[CH:18]=[C:17]([Cl:19])[C:16]3[N:15]([CH3:20])[C:14]4[CH2:21][CH:22]5[NH:26][CH:25]([C:13]=4[C:12]=3[C:11]=2C(OC(C)(C)C)=O)[CH2:24][CH2:23]5)(=[O:9])=[O:8])[CH:6]=[CH:5][CH:4]=[CH:3][CH:2]=1.C(O)(C(F)(F)F)=O, predict the reaction product. The product is: [ClH:19].[C:1]1([S:7]([C:10]2[CH:11]=[C:12]3[C:16](=[C:17]([Cl:19])[CH:18]=2)[N:15]([CH3:20])[C:14]2[CH2:21][CH:22]4[NH:26][CH:25]([C:13]3=2)[CH2:24][CH2:23]4)(=[O:9])=[O:8])[CH:2]=[CH:3][CH:4]=[CH:5][CH:6]=1. (4) Given the reactants [NH:1]1[CH:5]=[CH:4][N:3]=[C:2]1[CH:6]=[O:7].I[CH2:9][CH2:10][O:11][CH2:12][O:13][CH3:14].[H-].[Na+], predict the reaction product. The product is: [CH3:14][O:13][CH2:12][O:11][CH2:10][CH2:9][N:1]1[CH:5]=[CH:4][N:3]=[C:2]1[CH:6]=[O:7]. (5) Given the reactants Br[CH2:2][C:3]([C:5]1[CH:10]=[CH:9][N:8]=[C:7]([O:11][CH3:12])[CH:6]=1)=O.[CH3:13][C:14]1[CH:15]=[C:16]([NH:20][C:21]([NH2:23])=[S:22])[CH:17]=[CH:18][CH:19]=1.N, predict the reaction product. The product is: [CH3:12][O:11][C:7]1[CH:6]=[C:5]([C:3]2[N:23]=[C:21]([NH:20][C:16]3[CH:17]=[CH:18][CH:19]=[C:14]([CH3:13])[CH:15]=3)[S:22][CH:2]=2)[CH:10]=[CH:9][N:8]=1.